Dataset: Forward reaction prediction with 1.9M reactions from USPTO patents (1976-2016). Task: Predict the product of the given reaction. (1) Given the reactants [CH3:1][C:2]1[CH:7]=[C:6]([C:8]2[CH:13]=[CH:12][C:11]([CH2:14][C:15]([OH:17])=O)=[CH:10][CH:9]=2)[CH:5]=[CH:4][N:3]=1.[CH3:18][C:19]1[N:20]=[CH:21][N:22]([C:24]2[CH:25]=[CH:26][C:27]([NH2:30])=[N:28][CH:29]=2)[CH:23]=1.F[P-](F)(F)(F)(F)F.N1(OC(N(C)C)=[N+](C)C)C2N=CC=CC=2N=N1.CCN(C(C)C)C(C)C, predict the reaction product. The product is: [CH3:18][C:19]1[N:20]=[CH:21][N:22]([C:24]2[CH:25]=[CH:26][C:27]([NH:30][C:15](=[O:17])[CH2:14][C:11]3[CH:10]=[CH:9][C:8]([C:6]4[CH:5]=[CH:4][N:3]=[C:2]([CH3:1])[CH:7]=4)=[CH:13][CH:12]=3)=[N:28][CH:29]=2)[CH:23]=1. (2) Given the reactants [CH2:1]([O:3][C:4]1[CH:9]=[CH:8][C:7]([C:10]2(O)[CH2:15][CH2:14][CH:13]([CH:16]3[CH2:21][CH2:20][CH:19]([CH2:22][CH2:23][CH3:24])[CH2:18][CH2:17]3)[CH2:12][O:11]2)=[C:6]([F:26])[C:5]=1[F:27])[CH3:2].O.C1(C)C=CC(S([O-])(=O)=O)=CC=1.[Na+].C(=O)(O)[O-].[Na+], predict the reaction product. The product is: [CH2:1]([O:3][C:4]1[CH:9]=[CH:8][C:7]([C:10]2[O:11][CH2:12][CH:13]([CH:16]3[CH2:21][CH2:20][CH:19]([CH2:22][CH2:23][CH3:24])[CH2:18][CH2:17]3)[CH2:14][CH:15]=2)=[C:6]([F:26])[C:5]=1[F:27])[CH3:2]. (3) The product is: [Cl:1][C:2]1[CH:3]=[C:4]([C:8]#[C:9][C:10]2[CH2:14][C:13]3([O:12][N:11]=2)[CH2:18][CH2:17][N:16]([C:19]([NH:21][C:22]2[CH:28]=[CH:27][N:29]=[CH:30][CH:24]=2)=[O:20])[CH2:15]3)[CH:5]=[CH:6][CH:7]=1. Given the reactants [Cl:1][C:2]1[CH:3]=[C:4]([C:8]#[C:9][C:10]2[CH2:14][C:13]3([CH2:18][CH2:17][N:16]([C:19]([N:21](CC)[CH:22]([CH3:24])C)=[O:20])[CH2:15]3)[O:12][N:11]=2)[CH:5]=[CH:6][CH:7]=1.[CH2:27]([NH:29][CH:30](C)C)[CH3:28], predict the reaction product. (4) The product is: [C:35]([O:32][CH:30]1[CH2:29][N:28]([CH2:27][C:3]2[C:2]([CH3:1])=[CH:6][N:5]([C:7]3[C:12]([CH3:13])=[CH:11][N:10]=[C:9]([NH:14][C:15]4[CH:20]=[C:19]([O:21][CH3:22])[C:18]([O:23][CH3:24])=[C:17]([O:25][CH3:26])[CH:16]=4)[N:8]=3)[CH:4]=2)[CH2:31]1)(=[O:36])[C:34]([CH3:45])([CH3:44])[CH3:33]. Given the reactants [CH3:1][C:2]1[C:3]([CH2:27][N:28]2[CH2:31][CH:30]([OH:32])[CH2:29]2)=[CH:4][N:5]([C:7]2[C:12]([CH3:13])=[CH:11][N:10]=[C:9]([NH:14][C:15]3[CH:20]=[C:19]([O:21][CH3:22])[C:18]([O:23][CH3:24])=[C:17]([O:25][CH3:26])[CH:16]=3)[N:8]=2)[CH:6]=1.[CH3:33][C:34]([CH3:45])([CH3:44])[C:35](O[C:35](=[O:36])[C:34]([CH3:45])([CH3:44])[CH3:33])=[O:36], predict the reaction product. (5) Given the reactants [NH2:1][C:2]1[CH:7]=[CH:6][C:5]([CH2:8][C:9]([OH:11])=[O:10])=[CH:4][CH:3]=1.[C:12]([O:15]C(=O)C)(=O)[CH3:13].[Cl:19][O-].[Ca+2].Cl[O-], predict the reaction product. The product is: [C:12]([NH:1][C:2]1[CH:3]=[CH:4][C:5]([CH2:8][C:9]([OH:11])=[O:10])=[CH:6][C:7]=1[Cl:19])(=[O:15])[CH3:13]. (6) Given the reactants Br[CH2:2][C:3]([C:5]1[CH:10]=[CH:9][CH:8]=[CH:7][CH:6]=1)=O.[NH2:11][C:12]1[S:13][C:14]([C:17]([O:19]CC)=[O:18])=[CH:15][N:16]=1.[OH-].[Na+].Cl, predict the reaction product. The product is: [C:5]1([C:3]2[N:11]=[C:12]3[N:16]([CH:2]=2)[CH:15]=[C:14]([C:17]([OH:19])=[O:18])[S:13]3)[CH:10]=[CH:9][CH:8]=[CH:7][CH:6]=1.